Predict the reaction yield, written as a fraction of the theoretical maximum amount of product (1.0 means a 100% yield; for example, 0.34 means a 34% yield). From a dataset of Reaction yield outcomes from USPTO patents with 853,638 reactions. (1) The reactants are [NH2:1][C:2]1[CH:7]=[CH:6][C:5]([NH:8][C:9]2[CH:10]=[CH:11][C:12]([O:24][CH3:25])=[C:13]([C:15]3[CH:20]=[CH:19][CH:18]=[C:17]([C:21](=[O:23])[CH3:22])[CH:16]=3)[CH:14]=2)=[CH:4][CH:3]=1.C(O)(=O)C.[O-:30][C:31]#[N:32].[Na+]. The catalyst is O. The product is [C:21]([C:17]1[CH:16]=[C:15]([C:13]2[C:12]([O:24][CH3:25])=[CH:11][CH:10]=[C:9]([NH:8][C:5]3[CH:4]=[CH:3][C:2]([NH:1][C:31]([NH2:32])=[O:30])=[CH:7][CH:6]=3)[CH:14]=2)[CH:20]=[CH:19][CH:18]=1)(=[O:23])[CH3:22]. The yield is 0.470. (2) The reactants are [C:1]1([C:14]2[CH:19]=[CH:18][CH:17]=[CH:16][CH:15]=2)[CH:6]=[CH:5][C:4]([NH:7][C:8](=[O:13])[CH2:9][C:10]([OH:12])=O)=[CH:3][CH:2]=1.CCN(C(C)C)C(C)C.C1C=CC2N(O)N=NC=2C=1.CCN=C=NCCCN(C)C.Cl.Cl.Cl.[CH3:53][C:54]1[CH:59]=[C:58]([CH3:60])[CH:57]=[CH:56][C:55]=1[NH:61][CH:62]1[CH2:67][CH2:66][NH:65][CH2:64][CH2:63]1. The catalyst is CN(C=O)C.O. The product is [C:1]1([C:14]2[CH:19]=[CH:18][CH:17]=[CH:16][CH:15]=2)[CH:2]=[CH:3][C:4]([NH:7][C:8](=[O:13])[CH2:9][C:10]([N:65]2[CH2:66][CH2:67][CH:62]([NH:61][C:55]3[CH:56]=[CH:57][C:58]([CH3:60])=[CH:59][C:54]=3[CH3:53])[CH2:63][CH2:64]2)=[O:12])=[CH:5][CH:6]=1. The yield is 0.440. (3) The reactants are Cl.[Cl:2][C:3]1[CH:18]=[CH:17][C:6]2[N:7]=[C:8]([NH:10][CH2:11][C@@H:12]3[CH2:16][CH2:15][NH:14][CH2:13]3)[O:9][C:5]=2[CH:4]=1.[CH3:19][O:20][C:21]1[CH:29]=[CH:28][CH:27]=[C:26]([O:30][CH3:31])[C:22]=1[C:23](O)=[O:24].CN(C(ON1N=NC2C=CC=CC1=2)=[N+](C)C)C.[B-](F)(F)(F)F.C(O)=O. The catalyst is CN(C=O)C.CCN(C(C)C)C(C)C. The product is [Cl:2][C:3]1[CH:18]=[CH:17][C:6]2[N:7]=[C:8]([NH:10][CH2:11][C@@H:12]3[CH2:16][CH2:15][N:14]([C:23]([C:22]4[C:26]([O:30][CH3:31])=[CH:27][CH:28]=[CH:29][C:21]=4[O:20][CH3:19])=[O:24])[CH2:13]3)[O:9][C:5]=2[CH:4]=1. The yield is 0.380. (4) The yield is 0.180. The catalyst is CN(C=O)C.ClCCl. The product is [C:42]([C:39]1[CH:38]=[C:37]([NH:36][C:35]([NH:1][CH2:2][C:3]2[CH:23]=[C:22]([F:24])[CH:21]=[CH:20][C:4]=2[O:5][C:6]2[CH:7]=[C:8]3[C:12](=[CH:13][CH:14]=2)[N:11]([CH2:15][CH2:16][N:17]([CH3:19])[CH3:18])[N:10]=[CH:9]3)=[O:34])[O:41][N:40]=1)([CH3:45])([CH3:43])[CH3:44]. The reactants are [NH2:1][CH2:2][C:3]1[CH:23]=[C:22]([F:24])[CH:21]=[CH:20][C:4]=1[O:5][C:6]1[CH:7]=[C:8]2[C:12](=[CH:13][CH:14]=1)[N:11]([CH2:15][CH2:16][N:17]([CH3:19])[CH3:18])[N:10]=[CH:9]2.[N+](C1C=CC([O:34][C:35](=O)[NH:36][C:37]2[O:41][N:40]=[C:39]([C:42]([CH3:45])([CH3:44])[CH3:43])[CH:38]=2)=CC=1)([O-])=O.CO.